From a dataset of Full USPTO retrosynthesis dataset with 1.9M reactions from patents (1976-2016). Predict the reactants needed to synthesize the given product. (1) Given the product [Cl:28][C:29]1[N:30]=[CH:31][CH:32]=[C:33]2[C:34]=1[CH:35]=[C:7]([C:1]1[CH:6]=[CH:5][CH:4]=[CH:3][CH:2]=1)[C:8]([C:10]1[CH:15]=[CH:14][C:13]([C:16]3([NH:20][C:21](=[O:27])[O:22][C:23]([CH3:24])([CH3:25])[CH3:26])[CH2:17][CH2:18][CH2:19]3)=[CH:12][CH:11]=1)=[N:37]2, predict the reactants needed to synthesize it. The reactants are: [C:1]1([CH2:7][C:8]([C:10]2[CH:15]=[CH:14][C:13]([C:16]3([NH:20][C:21](=[O:27])[O:22][C:23]([CH3:26])([CH3:25])[CH3:24])[CH2:19][CH2:18][CH2:17]3)=[CH:12][CH:11]=2)=O)[CH:6]=[CH:5][CH:4]=[CH:3][CH:2]=1.[Cl:28][C:29]1[C:34]([CH:35]=O)=[C:33]([NH:37]C(=O)OC(C)(C)C)[CH:32]=[CH:31][N:30]=1.C(=O)([O-])[O-].[K+].[K+].CN(C=O)C. (2) Given the product [F:10][C:9]([F:12])([F:11])[C:5]1[N:4]=[C:3]([N:1]2[C:15]([NH2:14])=[CH:16][CH:17]=[N:2]2)[CH:8]=[CH:7][N:6]=1, predict the reactants needed to synthesize it. The reactants are: [NH:1]([C:3]1[CH:8]=[CH:7][N:6]=[C:5]([C:9]([F:12])([F:11])[F:10])[N:4]=1)[NH2:2].C[N:14](C)/[CH:15]=[CH:16]/[C:17]#N. (3) Given the product [OH:22][C@@H:20]([C@H:17]1[C:16](=[O:30])[N:15]2[C@@H:18]1[CH2:19][C:13]([C:9]1[CH:10]=[CH:11][CH:12]=[C:7]([CH2:6][O:5][C:3]([NH:2][CH3:1])=[O:4])[CH:8]=1)=[C:14]2[C:31]([O:33][CH2:34][CH:35]=[CH2:36])=[O:32])[CH3:21], predict the reactants needed to synthesize it. The reactants are: [CH3:1][NH:2][C:3]([O:5][CH2:6][C:7]1[CH:8]=[C:9]([C:13]2[CH2:19][C@H:18]3[N:15]([C:16](=[O:30])[C@@H:17]3[C@H:20]([O:22][Si](CC)(CC)CC)[CH3:21])[C:14]=2[C:31]([O:33][CH2:34][CH:35]=[CH2:36])=[O:32])[CH:10]=[CH:11][CH:12]=1)=[O:4].FC(F)(F)S(O)(=O)=O.C(=O)([O-])O.[Na+]. (4) Given the product [C:1]([O:4][C@@H:5]([C:6]1[NH:8][C:9]2[CH:10]=[C:11]3[O:15][N:14]=[C:13]([N:16]4[C:17](=[O:26])[C:18]5[C:23](=[CH:22][CH:21]=[CH:20][CH:19]=5)[C:24]4=[O:25])[C:12]3=[CH:27][C:28]=2[S:29](=[O:31])(=[O:32])[N:30]=1)[C@H:33]1[O:38][CH2:37][CH2:36][N:35]([C:39]2[CH:43]=[CH:42][N:41]([C:44]3[CH:49]=[CH:48][N:47]=[CH:46][CH:45]=3)[N:40]=2)[C:34]1=[O:50])(=[O:3])[CH3:2], predict the reactants needed to synthesize it. The reactants are: [C:1]([O:4][C@H:5]([C@H:33]1[O:38][CH2:37][CH2:36][N:35]([C:39]2[CH:43]=[CH:42][N:41]([C:44]3[CH:49]=[CH:48][N:47]=[CH:46][CH:45]=3)[N:40]=2)[C:34]1=[O:50])[C:6]([NH:8][C:9]1[C:28]([S:29](=[O:32])(=[O:31])[NH2:30])=[CH:27][C:12]2[C:13]([N:16]3[C:24](=[O:25])[C:23]4[C:18](=[CH:19][CH:20]=[CH:21][CH:22]=4)[C:17]3=[O:26])=[N:14][O:15][C:11]=2[CH:10]=1)=O)(=[O:3])[CH3:2].